This data is from Experimentally validated miRNA-target interactions with 360,000+ pairs, plus equal number of negative samples. The task is: Binary Classification. Given a miRNA mature sequence and a target amino acid sequence, predict their likelihood of interaction. (1) The miRNA is hsa-miR-6858-5p with sequence GUGAGGAGGGGCUGGCAGGGAC. The protein sequence of the target gene is MAGMDSGNLKTARLWRDAALRARKLRSNLRQLTLTAAGACPGAGADALESPASPQLVLPANLGDIEALNLGNNGLEEVPEGLGSALGSLRVLVLRRNRFARLPPAVAELGHHLTELDVSHNRLTALGAEVVSALRELRKLNLSHNQLPALPAQLGALAHLEELDVSFNRLAHLPDSLSCLSRLRTLDVDHNQLTAFPRQLLQLVALEELDVSSNRLRGLPEDISALRALKILWLSGAELGTLPAGFCELASLESLMLDNNGLQALPAQFSCLQRLKMLNLSSNLFEEFPAALLPLAGLEE.... Result: 0 (no interaction). (2) The protein sequence of the target gene is MPIRALCTICSDFFDHSRDVAAIHCGHTFHLQCLIQWFETAPSRTCPQCRIQVGKRTIINKLFFDLAQEEENVLDAEFLKNELDNVRAQLSQKDKEKRDSQVIIDTLRDTLEERNATVVSLQQALGKAEMLCSTLKKQMKYLEQQQDETKQAQEEARRLRSKMKTMEQIELLLQSQRPEVEEMIRDMGVGQSAVEQLAVYCVSLKKEYENLKEARKASGEVADKLRKDLFSSRSKLQTVYSELDQAKLELKSAQKDLQSADKEIMSLKKKLTMLQETLNLPPVASETVDRLVLESPAPVE.... The miRNA is hsa-miR-9500 with sequence AAGGGAAGAUGGUGACCAC. Result: 0 (no interaction). (3) The miRNA is hsa-miR-1256 with sequence AGGCAUUGACUUCUCACUAGCU. The protein sequence of the target gene is MAAGGGGGSSKASSSSASSAGALESSLDRKFQSVTNTMESIQGLSSWCIENKKHHSTIVYHWMKWLRRSTYPHRLNLFYLANDVIQNCKRKNAIIFRESFADVLPEAAALVKDPSVSKSIERIFKIWEDRNVYPEDMIVALREALMDRAASHNARLQKLQCFPGTTFKTQKQLKENLNKQPNKQWKKSQTSTNPKAALKSKIVAEFRSQALIEELLMYKRSEDQIELKEKQLSTMRVDVCSTETLKCLKDKTGGKKFSKEFEEASSKLEEFVNGLDKQVKNGPSLTEALENAGIFYEAQY.... Result: 0 (no interaction).